Dataset: Full USPTO retrosynthesis dataset with 1.9M reactions from patents (1976-2016). Task: Predict the reactants needed to synthesize the given product. (1) Given the product [F:19][C:2]1([F:1])[O:6][C:5]2[CH:7]=[CH:8][CH:9]=[C:10]([C:11]3[CH:16]=[CH:15][N:14]=[C:13]([S:22]([CH3:26])(=[O:24])=[O:21])[N:12]=3)[C:4]=2[O:3]1, predict the reactants needed to synthesize it. The reactants are: [F:1][C:2]1([F:19])[O:6][C:5]2[CH:7]=[CH:8][CH:9]=[C:10]([C:11]3[CH:16]=[CH:15][N:14]=[C:13](SC)[N:12]=3)[C:4]=2[O:3]1.O[O:21][S:22]([O-:24])=O.[K+].[C:26]([O-])(O)=O.[Na+]. (2) Given the product [F:1][C:2]([F:33])([F:32])[C:3]1[CH:4]=[C:5]([CH:25]=[C:26]([C:28]([F:31])([F:30])[F:29])[CH:27]=1)[CH2:6][N:7]1[C@H:11]([CH3:12])[C@@H:10]([C:13]2[CH:18]=[C:17]([C:19]([F:22])([F:21])[F:20])[CH:16]=[CH:15][C:14]=2[C:42]2[CH:41]=[C:40]([CH:37]([CH3:39])[CH3:38])[CH:45]=[CH:44][C:43]=2[O:49][C:50]([F:51])([F:53])[F:52])[O:9][C:8]1=[O:24], predict the reactants needed to synthesize it. The reactants are: [F:1][C:2]([F:33])([F:32])[C:3]1[CH:4]=[C:5]([CH:25]=[C:26]([C:28]([F:31])([F:30])[F:29])[CH:27]=1)[CH2:6][N:7]1[C@H:11]([CH3:12])[C@@H:10]([C:13]2[CH:18]=[C:17]([C:19]([F:22])([F:21])[F:20])[CH:16]=[CH:15][C:14]=2I)[O:9][C:8]1=[O:24].C(O)C.[CH:37]([C:40]1[CH:41]=[CH:42][C:43]([O:49][C:50]([F:53])([F:52])[F:51])=[C:44](B(O)O)[CH:45]=1)([CH3:39])[CH3:38].C(=O)([O-])[O-].[Na+].[Na+]. (3) Given the product [Cl:30][C:31]1[CH:32]=[C:33]([C:37]2[N:39]=[C:27]([CH:12]3[CH2:13][CH:14]([C:16]4[CH:21]=[CH:20][C:19]([O:22][C:23]([F:24])([F:25])[F:26])=[CH:18][CH:17]=4)[CH2:15][N:10]([C:8]([N:5]4[CH2:6][CH2:7][CH:2]([OH:1])[CH2:3][CH2:4]4)=[O:9])[CH2:11]3)[O:28][N:38]=2)[CH:34]=[CH:35][CH:36]=1, predict the reactants needed to synthesize it. The reactants are: [OH:1][CH:2]1[CH2:7][CH2:6][N:5]([C:8]([N:10]2[CH2:15][CH:14]([C:16]3[CH:21]=[CH:20][C:19]([O:22][C:23]([F:26])([F:25])[F:24])=[CH:18][CH:17]=3)[CH2:13][CH:12]([C:27](O)=[O:28])[CH2:11]2)=[O:9])[CH2:4][CH2:3]1.[Cl:30][C:31]1[CH:32]=[C:33]([C:37](=[N:39]O)[NH2:38])[CH:34]=[CH:35][CH:36]=1. (4) Given the product [N+:1]([C:4]1[C:5]([C:9]([O:11][CH3:12])=[O:10])=[N:6][N:7]([C:20]([C:21]2[CH:26]=[CH:25][CH:24]=[CH:23][CH:22]=2)([C:33]2[CH:34]=[CH:35][CH:36]=[CH:37][CH:38]=2)[C:27]2[CH:28]=[CH:29][CH:30]=[CH:31][CH:32]=2)[CH:8]=1)([O-:3])=[O:2], predict the reactants needed to synthesize it. The reactants are: [N+:1]([C:4]1[C:5]([C:9]([O:11][CH3:12])=[O:10])=[N:6][NH:7][CH:8]=1)([O-:3])=[O:2].C(N(CC)CC)C.[C:20](Cl)([C:33]1[CH:38]=[CH:37][CH:36]=[CH:35][CH:34]=1)([C:27]1[CH:32]=[CH:31][CH:30]=[CH:29][CH:28]=1)[C:21]1[CH:26]=[CH:25][CH:24]=[CH:23][CH:22]=1.